From a dataset of Retrosynthesis with 50K atom-mapped reactions and 10 reaction types from USPTO. Predict the reactants needed to synthesize the given product. (1) Given the product CN(C)c1nc2ccccc2n1-c1nc(N2CCOCC2)c2nc(CN3CCC(C(C)(C)O)CC3)ccc2n1, predict the reactants needed to synthesize it. The reactants are: CC(C)(O)C1CCN(Cc2ccc3nc(Cl)nc(N4CCOCC4)c3n2)CC1.CN(C)c1nc2ccccc2[nH]1. (2) Given the product C[Si](C)(C)CCOCn1c(O[C@@H]2CO[C@@H]3[C@H](O)CO[C@H]23)nc2cc(Cl)c(-c3ccc(N4Cc5ccc(N=S(C)(C)=O)cc5C4)cc3)nc21, predict the reactants needed to synthesize it. The reactants are: CS(C)(=O)=Nc1ccc2c(c1)CNC2.C[Si](C)(C)CCOCn1c(O[C@@H]2CO[C@@H]3[C@H](O)CO[C@H]23)nc2cc(Cl)c(-c3ccc(Br)cc3)nc21. (3) Given the product C=CC(=O)N1c2ccccc2NC(=O)c2ccccc21, predict the reactants needed to synthesize it. The reactants are: C=CC(=O)O.O=C1Nc2ccccc2Nc2ccccc21. (4) Given the product Cc1c(-c2ccc(C(=O)N3CCCC(O)C3)s2)noc1C(F)(F)F, predict the reactants needed to synthesize it. The reactants are: Cc1c(-c2ccc(C(=O)O)s2)noc1C(F)(F)F.OC1CCCNC1. (5) Given the product CCOCCOCCC(=O)Nc1ccc2c(c1)C(C)(c1ccccc1)CC(C)(C)N2C(C)=O, predict the reactants needed to synthesize it. The reactants are: C=CC(=O)Nc1ccc2c(c1)C(C)(c1ccccc1)CC(C)(C)N2C(C)=O.CCOCCO. (6) Given the product O=C1CCC(Oc2ccc(C(=O)OCc3ccccc3)cc2)CC1, predict the reactants needed to synthesize it. The reactants are: O=C(OCc1ccccc1)c1ccc(OC2CCC3(CC2)OCCO3)cc1. (7) Given the product O=C(CN1CCCCC1)c1cccc(F)c1, predict the reactants needed to synthesize it. The reactants are: C1CCNCC1.O=C(CBr)c1cccc(F)c1. (8) The reactants are: CN(C)CCN.O=S(=O)(Cl)c1ccc(Cl)nc1. Given the product CN(C)CCNS(=O)(=O)c1ccc(Cl)nc1, predict the reactants needed to synthesize it.